This data is from NCI-60 drug combinations with 297,098 pairs across 59 cell lines. The task is: Regression. Given two drug SMILES strings and cell line genomic features, predict the synergy score measuring deviation from expected non-interaction effect. (1) Drug 1: CCC1=C2CN3C(=CC4=C(C3=O)COC(=O)C4(CC)O)C2=NC5=C1C=C(C=C5)O. Drug 2: C1CNP(=O)(OC1)N(CCCl)CCCl. Cell line: CCRF-CEM. Synergy scores: CSS=41.6, Synergy_ZIP=-0.458, Synergy_Bliss=-1.71, Synergy_Loewe=-37.4, Synergy_HSA=-1.65. (2) Drug 2: C(CN)CNCCSP(=O)(O)O. Drug 1: C1=NNC2=C1C(=O)NC=N2. Cell line: MOLT-4. Synergy scores: CSS=5.11, Synergy_ZIP=-5.05, Synergy_Bliss=-4.10, Synergy_Loewe=-6.58, Synergy_HSA=-3.71. (3) Drug 1: CC12CCC3C(C1CCC2O)C(CC4=C3C=CC(=C4)O)CCCCCCCCCS(=O)CCCC(C(F)(F)F)(F)F. Drug 2: B(C(CC(C)C)NC(=O)C(CC1=CC=CC=C1)NC(=O)C2=NC=CN=C2)(O)O. Cell line: SF-539. Synergy scores: CSS=15.8, Synergy_ZIP=-0.754, Synergy_Bliss=-2.50, Synergy_Loewe=-4.65, Synergy_HSA=-4.61. (4) Drug 1: C1=CC=C(C=C1)NC(=O)CCCCCCC(=O)NO. Drug 2: C1C(C(OC1N2C=NC3=C2NC=NCC3O)CO)O. Cell line: IGROV1. Synergy scores: CSS=-1.32, Synergy_ZIP=1.15, Synergy_Bliss=0.509, Synergy_Loewe=-0.195, Synergy_HSA=-1.73. (5) Cell line: SF-295. Drug 2: CC=C1C(=O)NC(C(=O)OC2CC(=O)NC(C(=O)NC(CSSCCC=C2)C(=O)N1)C(C)C)C(C)C. Synergy scores: CSS=32.4, Synergy_ZIP=-4.52, Synergy_Bliss=-2.21, Synergy_Loewe=-52.4, Synergy_HSA=-3.11. Drug 1: C1=NC2=C(N=C(N=C2N1C3C(C(C(O3)CO)O)F)Cl)N. (6) Drug 1: CCC1=C2CN3C(=CC4=C(C3=O)COC(=O)C4(CC)O)C2=NC5=C1C=C(C=C5)O. Drug 2: CCC1(C2=C(COC1=O)C(=O)N3CC4=CC5=C(C=CC(=C5CN(C)C)O)N=C4C3=C2)O.Cl. Cell line: SK-OV-3. Synergy scores: CSS=38.9, Synergy_ZIP=-5.83, Synergy_Bliss=0.751, Synergy_Loewe=-1.72, Synergy_HSA=1.80.